Dataset: Reaction yield outcomes from USPTO patents with 853,638 reactions. Task: Predict the reaction yield, written as a fraction of the theoretical maximum amount of product (1.0 means a 100% yield; for example, 0.34 means a 34% yield). (1) The reactants are [CH2:1]([N:4]([CH2:10][C:11]1[CH:12]=[N:13][CH:14]=NC=1)[C:5](=[O:9])[O:6][CH2:7][CH3:8])[C:2]#[CH:3]. The catalyst is C1(C)C(C)=CC=CC=1. The product is [CH2:1]1[C:2]2[CH:3]=[CH:14][N:13]=[CH:12][C:11]=2[CH2:10][N:4]1[C:5]([O:6][CH2:7][CH3:8])=[O:9]. The yield is 0.460. (2) The reactants are N1(O[C:11]2[C:12]3[N:13]=[CH:14][N:15]([C:38]=3[N:39]=[CH:40][N:41]=2)[C@@H:16]2[O:37][C@H:27]([CH2:28][O:29][Si:30]([C:33]([CH3:36])([CH3:35])[CH3:34])([CH3:32])[CH3:31])[C@@H:18]([O:19][Si:20]([C:23]([CH3:26])([CH3:25])[CH3:24])([CH3:22])[CH3:21])[CH2:17]2)C2C=CC=CC=2N=N1.C([O-])([O-])=O.[Cs+].[Cs+].[NH:48]1[CH2:53][CH2:52][O:51][CH2:50][CH2:49]1. The catalyst is COCCOC. The product is [N:48]1([C:11]2[N:41]=[CH:40][N:39]=[C:38]3[C:12]=2[N:13]=[CH:14][N:15]3[C@@H:16]2[O:37][C@H:27]([CH2:28][O:29][Si:30]([C:33]([CH3:36])([CH3:34])[CH3:35])([CH3:31])[CH3:32])[C@@H:18]([O:19][Si:20]([C:23]([CH3:24])([CH3:25])[CH3:26])([CH3:21])[CH3:22])[CH2:17]2)[CH2:53][CH2:52][O:51][CH2:50][CH2:49]1. The yield is 0.780. (3) The reactants are Cl[C:2]1[C:11]2[C:6](=[CH:7][CH:8]=[C:9]([O:12][C@H:13]3[CH2:17][CH2:16][N:15](C(OC(C)(C)C)=O)[CH2:14]3)[CH:10]=2)[N:5]=[CH:4][N:3]=1.[Cl:25][C:26]1[CH:27]=[C:28]([CH:30]=[CH:31][C:32]=1[O:33][CH2:34][C:35]1[CH:40]=[CH:39][CH:38]=[CH:37][N:36]=1)[NH2:29]. No catalyst specified. The product is [Cl:25][C:26]1[CH:27]=[C:28]([NH:29][C:2]2[C:11]3[C:6](=[CH:7][CH:8]=[C:9]([O:12][C@H:13]4[CH2:17][CH2:16][NH:15][CH2:14]4)[CH:10]=3)[N:5]=[CH:4][N:3]=2)[CH:30]=[CH:31][C:32]=1[O:33][CH2:34][C:35]1[CH:40]=[CH:39][CH:38]=[CH:37][N:36]=1. The yield is 0.400. (4) The reactants are [CH2:1]([O:3][C:4](=[O:22])[C:5]1[CH:10]=[C:9]([N+:11]([O-])=O)[CH:8]=[C:7]([N+]([O-])=O)[C:6]=1[CH:17]=[CH:18][N:19](C)C)[CH3:2].Cl[Sn]Cl. The yield is 0.400. The product is [CH2:1]([O:3][C:4]([C:5]1[C:6]2[CH:17]=[CH:18][NH:19][C:7]=2[CH:8]=[C:9]([NH2:11])[CH:10]=1)=[O:22])[CH3:2]. The catalyst is C(O)C.